This data is from Forward reaction prediction with 1.9M reactions from USPTO patents (1976-2016). The task is: Predict the product of the given reaction. (1) Given the reactants [CH:1]([C:4]1[C:9]([O:10][CH3:11])=[CH:8][CH:7]=[CH:6][C:5]=1[OH:12])([CH3:3])[CH3:2].F[C:14]1[CH:21]=[CH:20][C:17]([C:18]#[N:19])=[CH:16][CH:15]=1, predict the reaction product. The product is: [CH:1]([C:4]1[C:9]([O:10][CH3:11])=[CH:8][CH:7]=[CH:6][C:5]=1[O:12][C:14]1[CH:21]=[CH:20][C:17]([C:18]#[N:19])=[CH:16][CH:15]=1)([CH3:3])[CH3:2]. (2) Given the reactants [Cl:1][C:2]1[CH:15]=[CH:14][C:5]([CH2:6][NH:7][S:8]([C:10]([CH3:13])([CH3:12])[CH3:11])=[O:9])=[CH:4][C:3]=1[C:16]1[NH:20][C:19](=[O:21])[N:18]([C:22]2[CH:27]=[CH:26][C:25]([C:28]([F:31])([F:30])[F:29])=[CH:24][CH:23]=2)[N:17]=1.C(Cl)Cl.C(#N)C.I([O-])(=O)(=O)=[O:39].[Na+], predict the reaction product. The product is: [Cl:1][C:2]1[CH:15]=[CH:14][C:5]([CH2:6][NH:7][S:8]([C:10]([CH3:13])([CH3:12])[CH3:11])(=[O:39])=[O:9])=[CH:4][C:3]=1[C:16]1[NH:20][C:19](=[O:21])[N:18]([C:22]2[CH:27]=[CH:26][C:25]([C:28]([F:29])([F:31])[F:30])=[CH:24][CH:23]=2)[N:17]=1.